Task: Predict which catalyst facilitates the given reaction.. Dataset: Catalyst prediction with 721,799 reactions and 888 catalyst types from USPTO (1) Reactant: [CH3:1][C:2]1[C:9]([N:10]2[C:14]3[CH:15]=[CH:16][C:17]([C:19]([F:22])([F:21])[F:20])=[CH:18][C:13]=3[N:12]=[C:11]2[C@H:23]2[CH2:27][CH2:26][CH2:25][O:24]2)=[CH:8][CH:7]=[CH:6][C:3]=1[CH:4]=O.[NH2:28][C:29]1[CH:42]=[CH:41][C:32]2[C@H:33]([CH2:36][C:37]([O:39][CH3:40])=[O:38])[CH2:34][O:35][C:31]=2[CH:30]=1.C(O[BH-](OC(=O)C)OC(=O)C)(=O)C.[Na+].[OH-].[Na+]. Product: [CH3:1][C:2]1[C:9]([N:10]2[C:14]3[CH:15]=[CH:16][C:17]([C:19]([F:21])([F:22])[F:20])=[CH:18][C:13]=3[N:12]=[C:11]2[C@H:23]2[CH2:27][CH2:26][CH2:25][O:24]2)=[CH:8][CH:7]=[CH:6][C:3]=1[CH2:4][NH:28][C:29]1[CH:42]=[CH:41][C:32]2[C@H:33]([CH2:36][C:37]([O:39][CH3:40])=[O:38])[CH2:34][O:35][C:31]=2[CH:30]=1. The catalyst class is: 477. (2) Reactant: [C:1]([N:4]1[CH2:9][CH2:8][NH:7][CH2:6][CH2:5]1)(=[O:3])[CH3:2].[CH2:10]=[C:11]1[O:15][C:13](=[O:14])[CH2:12]1. Product: [C:1]([N:4]1[CH2:9][CH2:8][N:7]([C:13](=[O:14])[CH2:12][C:11](=[O:15])[CH3:10])[CH2:6][CH2:5]1)(=[O:3])[CH3:2]. The catalyst class is: 7. (3) Reactant: [N+:1]([C:4]1[CH:5]=[C:6]([OH:14])[CH:7]=[C:8]([C:10]([F:13])([F:12])[F:11])[CH:9]=1)([O-])=O.C([O-])([O-])=O.[Cs+].[Cs+].CCCC[CH2:25][CH3:26].[CH3:27][N:28](C=O)[CH3:29]. Product: [CH3:27][N:28]([CH3:29])[CH2:25][CH2:26][O:14][C:6]1[CH:5]=[C:4]([CH:9]=[C:8]([C:10]([F:13])([F:12])[F:11])[CH:7]=1)[NH2:1]. The catalyst class is: 25.